From a dataset of Forward reaction prediction with 1.9M reactions from USPTO patents (1976-2016). Predict the product of the given reaction. (1) Given the reactants [OH:1][C:2]1[CH:11]=[CH:10][C:5]([C:6]([O:8][CH3:9])=[O:7])=[CH:4][C:3]=1[N+:12]([O-:14])=[O:13].Br[CH:16]([CH2:21][CH3:22])[C:17]([O:19][CH3:20])=[O:18], predict the reaction product. The product is: [CH3:20][O:19][C:17]([CH:16]([O:1][C:2]1[CH:11]=[CH:10][C:5]([C:6]([O:8][CH3:9])=[O:7])=[CH:4][C:3]=1[N+:12]([O-:14])=[O:13])[CH2:21][CH3:22])=[O:18]. (2) Given the reactants [Cl:1][C:2]1[C:7]([N+:8]([O-])=O)=[CH:6][CH:5]=[CH:4][N:3]=1.[CH:11]([Mg]Br)=[CH2:12], predict the reaction product. The product is: [Cl:1][C:2]1[N:3]=[CH:4][CH:5]=[C:6]2[CH:12]=[CH:11][NH:8][C:7]=12. (3) Given the reactants ClC1C=CC=C2C=1C(=O)N(C1C=C(C=CC=1)C(NCCC1CCN(C3C=CN=CC=3)CC1)=O)C2.[NH2:35][CH:36]1[N:42]=[C:41]([C:43]2[CH:48]=[CH:47][CH:46]=[CH:45][CH:44]=2)[C:40]2[CH:49]=[CH:50][CH:51]=[CH:52][C:39]=2[NH:38][C:37]1=[O:53].Br[C:55]1[C:56]([C:71](O)=[O:72])=[N:57][NH:58][C:59]=1[N:60]1[CH2:68][C:67]2[C:62](=[C:63]([Cl:69])[CH:64]=[CH:65][CH:66]=2)[C:61]1=[O:70].ClC1C=CC=C2C=1C(=O)N(C1C=C(C=CC=1)C(O)=O)C2.COC(C1C(Br)=C(N)NN=1)=O, predict the reaction product. The product is: [O:53]=[C:37]1[NH:38][C:39]2[CH:52]=[CH:51][CH:50]=[CH:49][C:40]=2[C:41]([C:43]2[CH:48]=[CH:47][CH:46]=[CH:45][CH:44]=2)=[N:42][CH:36]1[NH:35][C:71]([C:56]1[CH:55]=[C:59]([N:60]2[CH2:68][C:67]3[C:62](=[C:63]([Cl:69])[CH:64]=[CH:65][CH:66]=3)[C:61]2=[O:70])[NH:58][N:57]=1)=[O:72]. (4) Given the reactants [NH2:1][C:2]1[CH:7]=[CH:6][C:5]([OH:8])=[CH:4][CH:3]=1.CC(C)([O-])C.[K+].[CH3:15][NH:16][C:17]([C:19]1[CH:24]=[CH:23][CH:22]=[CH:21][N:20]=1)=[O:18].C([O-])([O-])=O.[K+].[K+], predict the reaction product. The product is: [CH3:15][NH:16][C:17]([C:19]1[CH:24]=[C:23]([O:8][C:5]2[CH:6]=[CH:7][C:2]([NH2:1])=[CH:3][CH:4]=2)[CH:22]=[CH:21][N:20]=1)=[O:18]. (5) Given the reactants [CH3:1][OH:2].C[O-].[Na+].[Br:6][C:7]1[CH:8]=[CH:9][C:10](Cl)=[N:11][CH:12]=1.O, predict the reaction product. The product is: [CH3:1][O:2][C:10]1[CH:9]=[CH:8][C:7]([Br:6])=[CH:12][N:11]=1. (6) The product is: [C:4]([OH:27])(=[O:26])[CH2:5][CH2:6][CH2:7]/[CH:8]=[CH:9]\[CH2:10]/[CH:11]=[CH:12]\[CH2:13]/[CH:14]=[CH:15]\[CH2:16]/[CH:17]=[CH:18]\[CH2:19][CH2:20][CH2:21][CH2:22][CH3:23]. Given the reactants IC#N.[C:4]([OH:27])(=[O:26])[CH:5]=[CH:6][CH:7]=[CH:8][CH:9]=[CH:10][CH:11]=[CH:12][CH2:13][CH2:14][CH2:15][CH2:16][CH2:17][CH2:18][CH2:19][CH2:20][CH2:21][CH2:22][CH2:23]CC.C(O)(=O)CCCC/C=C\C/C=C\C/C=C\CCCCC.C(O)(=O)CCCCCCC/C=C\C/C=C\CCCCC.C(O)(=O)CCCCCCC/C=C\C/C=C\C/C=C\CC, predict the reaction product. (7) Given the reactants [CH3:1][O:2][CH2:3][CH2:4][N:5]1[C:10]([C:11]2[CH:16]=[CH:15][CH:14]=[CH:13][N:12]=2)=[CH:9][C:8](=[O:17])[N:7]=[C:6]1[S:18]C.[NH4+]=S.N1C=CC=CC=1.[OH-].[Na+], predict the reaction product. The product is: [CH3:1][O:2][CH2:3][CH2:4][N:5]1[C:10]([C:11]2[CH:16]=[CH:15][CH:14]=[CH:13][N:12]=2)=[CH:9][C:8](=[O:17])[NH:7][C:6]1=[S:18].